This data is from Full USPTO retrosynthesis dataset with 1.9M reactions from patents (1976-2016). The task is: Predict the reactants needed to synthesize the given product. (1) Given the product [CH3:34][C:29]1([CH3:35])[C:30]([CH3:33])([CH3:32])[O:31][B:27]([C:2]2[CH:7]=[CH:6][C:5]([N:8]3[C:12](=[O:13])[N:11]([CH2:14][O:15][CH2:16][CH2:17][Si:18]([CH3:21])([CH3:20])[CH3:19])[CH:10]=[N:9]3)=[CH:4][CH:3]=2)[O:28]1, predict the reactants needed to synthesize it. The reactants are: Br[C:2]1[CH:7]=[CH:6][C:5]([N:8]2[C:12](=[O:13])[N:11]([CH2:14][O:15][CH2:16][CH2:17][Si:18]([CH3:21])([CH3:20])[CH3:19])[CH:10]=[N:9]2)=[CH:4][CH:3]=1.CC([O-])=O.[K+].[B:27]1([B:27]2[O:31][C:30]([CH3:33])([CH3:32])[C:29]([CH3:35])([CH3:34])[O:28]2)[O:31][C:30]([CH3:33])([CH3:32])[C:29]([CH3:35])([CH3:34])[O:28]1. (2) Given the product [NH2:29][C:32]1[CH:33]=[CH:34][C:35]([F:50])=[C:36]([C@:38]2([CH3:49])[C@H:44]3[C@:42]([CH:45]([F:46])[F:47])([CH2:43]3)[S:41][C:40]([NH2:48])=[N:39]2)[CH:37]=1, predict the reactants needed to synthesize it. The reactants are: [N-]=[N+]=[N-].[Na+].BrC1C=CC(F)=C([C@]2(C)[C@H]3[C@](C(F)F)(C3)SC(N)=N2)C=1.[NH4+].[Cl-].[OH-].[NH4+].[N:29]([C:32]1[CH:33]=[CH:34][C:35]([F:50])=[C:36]([C@:38]2([CH3:49])[C@H:44]3[C@:42]([CH:45]([F:47])[F:46])([CH2:43]3)[S:41][C:40]([NH2:48])=[N:39]2)[CH:37]=1)=[N+]=[N-].CP(C)C.